This data is from Reaction yield outcomes from USPTO patents with 853,638 reactions. The task is: Predict the reaction yield, written as a fraction of the theoretical maximum amount of product (1.0 means a 100% yield; for example, 0.34 means a 34% yield). (1) The reactants are CON(C)[C:4]([C@@H:6]1[CH2:11][CH2:10][CH2:9][N:8]([C:12]([O:14][C:15]([CH3:18])([CH3:17])[CH3:16])=[O:13])[CH2:7]1)=[O:5].[C:20]1([Mg]Br)[CH:25]=[CH:24][CH:23]=[CH:22][CH:21]=1.Cl. The catalyst is C1COCC1. The product is [C:4]([C@@H:6]1[CH2:11][CH2:10][CH2:9][N:8]([C:12]([O:14][C:15]([CH3:16])([CH3:17])[CH3:18])=[O:13])[CH2:7]1)(=[O:5])[C:20]1[CH:25]=[CH:24][CH:23]=[CH:22][CH:21]=1. The yield is 1.10. (2) The reactants are [CH3:1][C:2]1([CH3:22])[O:6][CH:5]([CH2:7][O:8][C:9]2[CH:14]=[CH:13][C:12]([N+:15]([O-])=O)=[C:11]([C:18]([F:21])([F:20])[F:19])[CH:10]=2)[CH2:4][O:3]1. The catalyst is [C].[Pd].O1CCCC1. The product is [CH3:1][C:2]1([CH3:22])[O:6][CH:5]([CH2:7][O:8][C:9]2[CH:14]=[CH:13][C:12]([NH2:15])=[C:11]([C:18]([F:21])([F:19])[F:20])[CH:10]=2)[CH2:4][O:3]1. The yield is 0.980. (3) The reactants are [C:1]([O:5][C:6]([NH:8][CH:9]([C@H:15]([CH3:23])[CH2:16][CH:17]([CH3:22])[CH2:18][CH2:19][CH:20]=[CH2:21])[C:10]([O:12]CC)=[O:11])=[O:7])([CH3:4])([CH3:3])[CH3:2].CO.[Li+].[OH-]. The catalyst is C1COCC1.O. The product is [C:1]([O:5][C:6]([NH:8][CH:9]([C@H:15]([CH3:23])[CH2:16][CH:17]([CH3:22])[CH2:18][CH2:19][CH:20]=[CH2:21])[C:10]([OH:12])=[O:11])=[O:7])([CH3:4])([CH3:3])[CH3:2]. The yield is 0.680.